The task is: Predict which catalyst facilitates the given reaction.. This data is from Catalyst prediction with 721,799 reactions and 888 catalyst types from USPTO. Reactant: [NH2:1][C@:2]1([CH3:32])[C@H:6]([O:7]CC2C=CC=CC=2)[C@@H:5]([CH2:15][O:16]CC2C=CC=CC=2)[O:4][C@H:3]1[N:24]1[CH:29]=[CH:28][C:27](=[O:30])[NH:26][C:25]1=[O:31].Cl. Product: [NH2:1][C@:2]1([CH3:32])[C@H:6]([OH:7])[C@@H:5]([CH2:15][OH:16])[O:4][C@H:3]1[N:24]1[CH:29]=[CH:28][C:27](=[O:30])[NH:26][C:25]1=[O:31]. The catalyst class is: 105.